Predict the reactants needed to synthesize the given product. From a dataset of Full USPTO retrosynthesis dataset with 1.9M reactions from patents (1976-2016). (1) Given the product [CH2:1]([N:8]1[CH:13]([CH2:14][O:15][Si:16]([C:19]([CH3:20])([CH3:21])[CH3:22])([CH3:18])[CH3:17])[CH2:12][O:11][C:10]([CH2:24][CH2:25][O:26][Si:33]([C:46]([CH3:49])([CH3:48])[CH3:47])([C:40]2[CH:41]=[CH:42][CH:43]=[CH:44][CH:45]=2)[C:34]2[CH:39]=[CH:38][CH:37]=[CH:36][CH:35]=2)([CH3:23])[C:9]1=[O:27])[C:2]1[CH:3]=[CH:4][CH:5]=[CH:6][CH:7]=1, predict the reactants needed to synthesize it. The reactants are: [CH2:1]([N:8]1[CH:13]([CH2:14][O:15][Si:16]([C:19]([CH3:22])([CH3:21])[CH3:20])([CH3:18])[CH3:17])[CH2:12][O:11][C:10]([CH2:24][CH2:25][OH:26])([CH3:23])[C:9]1=[O:27])[C:2]1[CH:7]=[CH:6][CH:5]=[CH:4][CH:3]=1.N1C=CN=C1.[Si:33](Cl)([C:46]([CH3:49])([CH3:48])[CH3:47])([C:40]1[CH:45]=[CH:44][CH:43]=[CH:42][CH:41]=1)[C:34]1[CH:39]=[CH:38][CH:37]=[CH:36][CH:35]=1. (2) Given the product [CH3:25][C:13]1[S:12][C:11]2[CH:26]=[C:7]([O:6][CH2:5][CH2:4][NH2:1])[CH:8]=[CH:9][C:10]=2[C:14]=1[C:15]1[CH:20]=[CH:19][C:18]([C:21]([F:24])([F:22])[F:23])=[CH:17][CH:16]=1, predict the reactants needed to synthesize it. The reactants are: [N:1]([CH2:4][CH2:5][O:6][C:7]1[CH:8]=[CH:9][C:10]2[C:14]([C:15]3[CH:20]=[CH:19][C:18]([C:21]([F:24])([F:23])[F:22])=[CH:17][CH:16]=3)=[C:13]([CH3:25])[S:12][C:11]=2[CH:26]=1)=[N+]=[N-].C1(P(C2C=CC=CC=2)C2C=CC=CC=2)C=CC=CC=1.O. (3) Given the product [OH:32][C:29]1[CH:28]=[CH:27][C:26]([CH2:25][CH2:24][NH:23][C:19]2[N:18]=[C:17]([C:13]3[CH:12]=[C:11]([CH:16]=[CH:15][CH:14]=3)[CH2:10][N:5]([S:6]([CH3:9])(=[O:8])=[O:7])[CH2:4][CH2:3][CH2:2][NH:1][C:38](=[O:39])[C:37]3[CH:41]=[CH:42][C:34]([CH3:33])=[CH:35][CH:36]=3)[CH:22]=[CH:21][N:20]=2)=[CH:31][CH:30]=1, predict the reactants needed to synthesize it. The reactants are: [NH2:1][CH2:2][CH2:3][CH2:4][N:5]([CH2:10][C:11]1[CH:16]=[CH:15][CH:14]=[C:13]([C:17]2[CH:22]=[CH:21][N:20]=[C:19]([NH:23][CH2:24][CH2:25][C:26]3[CH:31]=[CH:30][C:29]([OH:32])=[CH:28][CH:27]=3)[N:18]=2)[CH:12]=1)[S:6]([CH3:9])(=[O:8])=[O:7].[CH3:33][C:34]1[CH:42]=[CH:41][C:37]([C:38](O)=[O:39])=[CH:36][CH:35]=1.